Dataset: Merck oncology drug combination screen with 23,052 pairs across 39 cell lines. Task: Regression. Given two drug SMILES strings and cell line genomic features, predict the synergy score measuring deviation from expected non-interaction effect. (1) Drug 1: CN1C(=O)C=CC2(C)C3CCC4(C)C(NC(=O)OCC(F)(F)F)CCC4C3CCC12. Drug 2: C=CCn1c(=O)c2cnc(Nc3ccc(N4CCN(C)CC4)cc3)nc2n1-c1cccc(C(C)(C)O)n1. Cell line: HT144. Synergy scores: synergy=4.14. (2) Drug 1: O=c1[nH]cc(F)c(=O)[nH]1. Drug 2: Cn1nnc2c(C(N)=O)ncn2c1=O. Cell line: OCUBM. Synergy scores: synergy=-15.1. (3) Drug 1: O=P1(N(CCCl)CCCl)NCCCO1. Drug 2: O=C(CCCCCCC(=O)Nc1ccccc1)NO. Cell line: SKMEL30. Synergy scores: synergy=15.4. (4) Drug 1: N#Cc1ccc(Cn2cncc2CN2CCN(c3cccc(Cl)c3)C(=O)C2)cc1. Drug 2: NC(=O)c1cccc2cn(-c3ccc(C4CCCNC4)cc3)nc12. Cell line: ZR751. Synergy scores: synergy=-0.416. (5) Drug 1: CC1CC2C3CCC4=CC(=O)C=CC4(C)C3(F)C(O)CC2(C)C1(O)C(=O)CO. Drug 2: N#Cc1ccc(Cn2cncc2CN2CCN(c3cccc(Cl)c3)C(=O)C2)cc1. Cell line: NCIH1650. Synergy scores: synergy=-3.23. (6) Drug 1: CN(C)C(=N)N=C(N)N. Drug 2: Cn1nnc2c(C(N)=O)ncn2c1=O. Cell line: OV90. Synergy scores: synergy=-2.29. (7) Drug 1: O=S1(=O)NC2(CN1CC(F)(F)F)C1CCC2Cc2cc(C=CCN3CCC(C(F)(F)F)CC3)ccc2C1. Drug 2: O=C(NOCC(O)CO)c1ccc(F)c(F)c1Nc1ccc(I)cc1F. Cell line: NCIH520. Synergy scores: synergy=-1.16.